Dataset: HIV replication inhibition screening data with 41,000+ compounds from the AIDS Antiviral Screen. Task: Binary Classification. Given a drug SMILES string, predict its activity (active/inactive) in a high-throughput screening assay against a specified biological target. (1) The drug is CC(C)(N)C(=O)NC1C(=O)N2C1SC(C)(C)C2C(=O)O. The result is 0 (inactive). (2) The compound is N#CCN1c2ccccc2CCC1Cl. The result is 0 (inactive). (3) The molecule is Cc1ccccc1Nc1cn(COCc2ccccc2)c(=O)[nH]c1=O. The result is 0 (inactive).